Dataset: Experimentally validated miRNA-target interactions with 360,000+ pairs, plus equal number of negative samples. Task: Binary Classification. Given a miRNA mature sequence and a target amino acid sequence, predict their likelihood of interaction. The miRNA is hsa-miR-4477b with sequence AUUAAGGACAUUUGUGAUUGAU. Result: 1 (interaction). The protein sequence of the target gene is MGDFAAPAAAANGSSICINSSLNSSLGGAGIGVNNTPNSTPAAPSSNHPAAGGCGGSGGPGGGSAAVPKHSTVVERLRQRIEGCRRHHVNCENRYQQAQVEQLELERRDTVSLYQRTLEQRAKKSGAGTGKQQHPSKPQQDAEAASAEQRNHTLIMLQETVKRKLEGARSPLNGDQQNGACDGNFSPTSKRIRKDISAGMEAINNLPSNMPLPSASPLHQLDLKPSLPLQNSGTHTPGLLEDLSKNGRLPEIKLPVNGCSDLEDSFTILQSKDLKQEPLDDPTCIDTSETSLSNQNKLFS....